This data is from Forward reaction prediction with 1.9M reactions from USPTO patents (1976-2016). The task is: Predict the product of the given reaction. (1) Given the reactants [CH2:1]([O:8][C:9]1[CH:10]=[C:11]([CH:16]=[CH:17][C:18]=1[CH:19]=O)[C:12]([O:14][CH3:15])=[O:13])[C:2]1[CH:7]=[CH:6][CH:5]=[CH:4][CH:3]=1.[NH:21]1[CH2:26][CH2:25][O:24][CH2:23][CH2:22]1.C(O)(=O)C.[Na], predict the reaction product. The product is: [CH2:1]([O:8][C:9]1[CH:10]=[C:11]([CH:16]=[CH:17][C:18]=1[CH2:19][N:21]1[CH2:26][CH2:25][O:24][CH2:23][CH2:22]1)[C:12]([O:14][CH3:15])=[O:13])[C:2]1[CH:3]=[CH:4][CH:5]=[CH:6][CH:7]=1. (2) Given the reactants [Cl:1][C:2]1[CH:3]=[C:4]([CH2:9][N:10]2[C:14]([CH3:15])=[C:13]([C:16]([OH:18])=O)[N:12]=[N:11]2)[CH:5]=[CH:6][C:7]=1[Cl:8].[NH2:19][C:20]1[O:21][C:22]([C:25]([O:27][CH2:28][CH3:29])=[O:26])=[CH:23][N:24]=1.C1C=CC2N(O)N=NC=2C=1.CCN=C=NCCCN(C)C.CCN(CC)CC, predict the reaction product. The product is: [Cl:1][C:2]1[CH:3]=[C:4]([CH2:9][N:10]2[C:14]([CH3:15])=[C:13]([C:16]([NH:19][C:20]3[O:21][C:22]([C:25]([O:27][CH2:28][CH3:29])=[O:26])=[CH:23][N:24]=3)=[O:18])[N:12]=[N:11]2)[CH:5]=[CH:6][C:7]=1[Cl:8]. (3) Given the reactants O[Li].O.[CH3:4][C:5]1[CH:10]=[C:9]([NH:11][CH3:12])[CH:8]=[C:7]([CH3:13])[C:6]=1/[CH:14]=[CH:15]/[S:16]([N:19]1[CH2:24][CH2:23][C:22]([NH:28][C:29](=O)[CH2:30][CH2:31][CH2:32][CH2:33][CH2:34][CH2:35][CH2:36][CH2:37][C:38]2([CH3:42])[CH2:41][O:40][CH2:39]2)([C:25]([NH2:27])=[O:26])[CH2:21][CH2:20]1)(=[O:18])=[O:17].[Cl-].[NH4+], predict the reaction product. The product is: [CH3:13][C:7]1[CH:8]=[C:9]([NH:11][CH3:12])[CH:10]=[C:5]([CH3:4])[C:6]=1/[CH:14]=[CH:15]/[S:16]([N:19]1[CH2:24][CH2:23][C:22]2([N:28]=[C:29]([CH2:30][CH2:31][CH2:32][CH2:33][CH2:34][CH2:35][CH2:36][CH2:37][C:38]3([CH3:42])[CH2:39][O:40][CH2:41]3)[NH:27][C:25]2=[O:26])[CH2:21][CH2:20]1)(=[O:17])=[O:18]. (4) Given the reactants [Cl:1][C:2]1[CH:3]=[C:4]([CH:7]=[CH:8][CH:9]=1)[CH:5]=O.CC1C=CC(S([O-])(=O)=O)=CC=1.C1C=C[NH+]=CC=1.[CH3:27][C:28]([S@@:31]([NH2:33])=[O:32])([CH3:30])[CH3:29].[O-]S([O-])(=O)=O.[Mg+2], predict the reaction product. The product is: [Cl:1][C:2]1[CH:3]=[C:4]([CH:7]=[CH:8][CH:9]=1)/[CH:5]=[N:33]/[S@:31]([C:28]([CH3:30])([CH3:29])[CH3:27])=[O:32]. (5) Given the reactants [Br:1][C:2]1[CH:11]=[CH:10][C:5]([C:6]([O:8]C)=O)=[C:4]([CH2:12]Br)[CH:3]=1.Cl.[NH2:15][C@@H:16]1[CH2:21][CH2:20][C@H:19]([OH:22])[CH2:18][CH2:17]1, predict the reaction product. The product is: [Br:1][C:2]1[CH:3]=[C:4]2[C:5](=[CH:10][CH:11]=1)[C:6](=[O:8])[N:15]([C@H:16]1[CH2:21][CH2:20][C@@H:19]([OH:22])[CH2:18][CH2:17]1)[CH2:12]2. (6) Given the reactants Cl[C:2]1[N:7]2[N:8]=[C:9]([NH:11][C:12](=[O:19])[C:13]3[CH:18]=[CH:17][CH:16]=[N:15][CH:14]=3)[N:10]=[C:6]2[CH:5]=[CH:4][CH:3]=1.[CH3:20][NH:21][CH:22]1[CH2:27][CH2:26][CH2:25][CH2:24][CH2:23]1, predict the reaction product. The product is: [CH:22]1([N:21]([CH3:20])[C:2]2[N:7]3[N:8]=[C:9]([NH:11][C:12](=[O:19])[C:13]4[CH:18]=[CH:17][CH:16]=[N:15][CH:14]=4)[N:10]=[C:6]3[CH:5]=[CH:4][CH:3]=2)[CH2:27][CH2:26][CH2:25][CH2:24][CH2:23]1. (7) Given the reactants I[CH2:2][CH:3]1[CH2:7][CH2:6][CH2:5][CH2:4]1.[C:8]1([N:14]2[C:22](=[O:23])[C:21]3[C@@H:20]4[C:24]([CH3:26])([CH3:25])[C@@:17]([CH3:27])([CH2:18][CH2:19]4)[C:16]=3[NH:15]2)[CH:13]=[CH:12][CH:11]=[CH:10][CH:9]=1, predict the reaction product. The product is: [CH:3]1([CH2:2][N:15]2[C:16]3[C@:17]4([CH3:27])[C:24]([CH3:26])([CH3:25])[C@@H:20]([CH2:19][CH2:18]4)[C:21]=3[C:22](=[O:23])[N:14]2[C:8]2[CH:9]=[CH:10][CH:11]=[CH:12][CH:13]=2)[CH2:7][CH2:6][CH2:5][CH2:4]1.